The task is: Predict the reaction yield, written as a fraction of the theoretical maximum amount of product (1.0 means a 100% yield; for example, 0.34 means a 34% yield).. This data is from Reaction yield outcomes from USPTO patents with 853,638 reactions. (1) The reactants are [I:1][C:2]1[C:6]([C:7]([O:9][CH2:10][CH3:11])=[O:8])=[CH:5][NH:4][N:3]=1.[CH3:12][C:13]1[C:14](B2OC(C)(C)C(C)(C)O2)=[CH:15][C:16]([NH:19][C:20](=[O:22])[CH3:21])=[N:17][CH:18]=1.N1C=CC=CC=1. The catalyst is C1COCC1. The product is [C:20]([NH:19][C:16]1[CH:15]=[C:14]([N:4]2[CH:5]=[C:6]([C:7]([O:9][CH2:10][CH3:11])=[O:8])[C:2]([I:1])=[N:3]2)[C:13]([CH3:12])=[CH:18][N:17]=1)(=[O:22])[CH3:21]. The yield is 0.210. (2) The reactants are [OH-].[Li+].[CH3:3][O:4][CH2:5][CH2:6][N:7]1[C:15]2[C:10](=[CH:11][C:12]([C:16]([O:18]C)=[O:17])=[CH:13][CH:14]=2)[CH:9]=[C:8]1[C:20]1[CH:25]=[CH:24][CH:23]=[CH:22][CH:21]=1. The catalyst is O.O1CCCC1. The product is [CH3:3][O:4][CH2:5][CH2:6][N:7]1[C:15]2[C:10](=[CH:11][C:12]([C:16]([OH:18])=[O:17])=[CH:13][CH:14]=2)[CH:9]=[C:8]1[C:20]1[CH:25]=[CH:24][CH:23]=[CH:22][CH:21]=1. The yield is 0.300.